From a dataset of Forward reaction prediction with 1.9M reactions from USPTO patents (1976-2016). Predict the product of the given reaction. (1) The product is: [N:26]([CH2:18][C:19]([NH:5][C@H:4]1[C@@H:6]([OH:7])[C@H:8]([OH:9])[C@@H:10]([CH2:12][OH:13])[O:11][CH:3]1[OH:2])=[O:21])=[N+:27]=[N-:28]. Given the reactants Cl.[OH:2][CH:3]1[O:11][C@H:10]([CH2:12][OH:13])[C@@H:8]([OH:9])[C@H:6]([OH:7])[C@@H:4]1[NH2:5].C[O-].[Na+].Cl[CH2:18][C:19]([O:21]C(=O)CCl)=O.[N-:26]=[N+:27]=[N-:28].[Na+], predict the reaction product. (2) Given the reactants [CH2:1]([O:3][C:4]([C:6]1[O:7][C:8]2[CH:14]=[C:13]([C:15]([CH2:18][CH3:19])=[CH:16][CH3:17])[CH:12]=[CH:11][C:9]=2[CH:10]=1)=[O:5])[CH3:2].[C:20]1([CH3:27])[C:25]([OH:26])=[CH:24][CH:23]=CC=1.B(F)(F)F.O(CC)[CH2:33][CH3:34], predict the reaction product. The product is: [CH2:1]([O:3][C:4]([C:6]1[O:7][C:8]2[CH:14]=[C:13]([C:15]([CH2:33][CH3:34])([C:18]3[CH:23]=[CH:24][C:25]([OH:26])=[C:20]([CH3:27])[CH:19]=3)[CH2:16][CH3:17])[CH:12]=[CH:11][C:9]=2[CH:10]=1)=[O:5])[CH3:2]. (3) Given the reactants [CH3:1][N:2]1[CH2:14][CH2:13][C:12]2[C:11]3[C:6](=[CH:7][CH:8]=[C:9]([CH3:15])[CH:10]=3)[NH:5][C:4]=2[CH2:3]1.N1CCC[C@H]1C(O)=O.[O-]P([O-])([O-])=O.[K+].[K+].[K+].Br[CH:33]=[C:34]([C:36]1[CH:41]=[CH:40][C:39]([O:42][CH3:43])=[CH:38][CH:37]=1)[CH3:35], predict the reaction product. The product is: [CH3:43][O:42][C:39]1[CH:40]=[CH:41][C:36]([C:34]([CH3:35])=[CH:33][N:5]2[C:6]3[C:11](=[CH:10][C:9]([CH3:15])=[CH:8][CH:7]=3)[C:12]3[CH2:13][CH2:14][N:2]([CH3:1])[CH2:3][C:4]2=3)=[CH:37][CH:38]=1. (4) The product is: [CH3:14][C:7]1[C:8]([C:9]([O:11][CH2:12][CH3:13])=[O:10])=[C:4]([NH:1][C:2]([NH2:16])=[S:3])[S:5][C:6]=1[CH3:15]. Given the reactants [N:1]([C:4]1[S:5][C:6]([CH3:15])=[C:7]([CH3:14])[C:8]=1[C:9]([O:11][CH2:12][CH3:13])=[O:10])=[C:2]=[S:3].[NH3:16], predict the reaction product. (5) Given the reactants [Cl:1][C:2]1[CH:3]=[C:4]([N:11]2[C:20]3[C:15](=[CH:16][C:17]([S:21]([NH:24][C:25]4[CH:29]=[CH:28][O:27][N:26]=4)(=[O:23])=[O:22])=[CH:18][CH:19]=3)[CH:14]=[CH:13][C:12]2=[O:30])[C:5]([O:9][CH3:10])=[N:6][C:7]=1Cl.C(=O)([O-])[O-].[Cs+].[Cs+].[OH:37][CH2:38][CH:39]1[CH2:41][CH2:40]1, predict the reaction product. The product is: [Cl:1][C:2]1[CH:3]=[C:4]([N:11]2[C:20]3[C:15](=[CH:16][C:17]([S:21]([NH:24][C:25]4[CH:29]=[CH:28][O:27][N:26]=4)(=[O:22])=[O:23])=[CH:18][CH:19]=3)[CH:14]=[CH:13][C:12]2=[O:30])[C:5]([O:9][CH3:10])=[N:6][C:7]=1[O:37][CH2:38][CH:39]1[CH2:41][CH2:40]1. (6) The product is: [Br:1][CH2:30][CH:28]([OH:29])[CH2:27][O:26][C:7]1[C:6]([Br:5])=[C:14]2[C:10]([CH:11]=[N:12][N:13]2[CH2:15][CH:16]([O:18][Si:19]([C:22]([CH3:25])([CH3:24])[CH3:23])([CH3:21])[CH3:20])[CH3:17])=[CH:9][CH:8]=1. Given the reactants [Br:1]C(Br)C.[Br:5][C:6]1[C:7]([O:26][CH2:27][CH:28]2[CH2:30][O:29]2)=[CH:8][CH:9]=[C:10]2[C:14]=1[N:13]([CH2:15][CH:16]([O:18][Si:19]([C:22]([CH3:25])([CH3:24])[CH3:23])([CH3:21])[CH3:20])[CH3:17])[N:12]=[CH:11]2, predict the reaction product.